From a dataset of Catalyst prediction with 721,799 reactions and 888 catalyst types from USPTO. Predict which catalyst facilitates the given reaction. (1) Reactant: [Br-].[CH2:2]([O:4][C:5]([C:7]([CH3:32])([CH3:31])[CH2:8][CH2:9][CH2:10][CH2:11][P+](C1C=CC=CC=1)(C1C=CC=CC=1)C1C=CC=CC=1)=[O:6])[CH3:3].[Cl:33][C:34]1[CH:41]=[CH:40][CH:39]=[CH:38][C:35]=1[CH:36]=O.[OH-].[Na+].[PH4+]. Product: [CH2:2]([O:4][C:5](=[O:6])[C:7]([CH3:31])([CH3:32])[CH2:8][CH2:9][CH2:10][CH:11]=[CH:36][C:35]1[CH:38]=[CH:39][CH:40]=[CH:41][C:34]=1[Cl:33])[CH3:3]. The catalyst class is: 46. (2) The catalyst class is: 39. Reactant: [OH:1][C:2]1([C:5]([OH:7])=O)[CH2:4][CH2:3]1.C1N=CN(C(N2C=NC=C2)=O)C=1.[F:20][C:21]1([F:41])[CH2:24][N:23]([C:25]2[C:26]([O:35][CH2:36][C:37]([F:40])([F:39])[F:38])=[CH:27][C:28]([C:31](=[N:33]O)[NH2:32])=[N:29][CH:30]=2)[CH2:22]1. Product: [F:41][C:21]1([F:20])[CH2:24][N:23]([C:25]2[C:26]([O:35][CH2:36][C:37]([F:38])([F:40])[F:39])=[CH:27][C:28]([C:31]3[N:32]=[C:5]([C:2]4([OH:1])[CH2:4][CH2:3]4)[O:7][N:33]=3)=[N:29][CH:30]=2)[CH2:22]1. (3) Reactant: [N:1]1[CH:2]=[C:3]([C:10]([NH:12][C:13]2[CH:14]=[C:15]([CH:19]=[CH:20][C:21]=2[CH3:22])[C:16]([OH:18])=O)=[O:11])[N:4]2[CH:9]=[CH:8][CH:7]=[CH:6][C:5]=12.C(N1C=CN=C1)(N1C=CN=C1)=O.O[N:36]=[C:37]([N:39]1[CH2:44][CH2:43][O:42][CH2:41][CH2:40]1)[NH2:38]. Product: [CH3:22][C:21]1[CH:20]=[CH:19][C:15]([C:16]2[O:18][N:38]=[C:37]([N:39]3[CH2:44][CH2:43][O:42][CH2:41][CH2:40]3)[N:36]=2)=[CH:14][C:13]=1[NH:12][C:10]([C:3]1[N:4]2[CH:9]=[CH:8][CH:7]=[CH:6][C:5]2=[N:1][CH:2]=1)=[O:11]. The catalyst class is: 37. (4) Reactant: [CH3:1][C:2]1([CH3:9])[CH:7]([OH:8])[C:5](=[O:6])[O:4][CH2:3]1.[CH2:10]([NH2:13])[CH2:11][NH2:12]. Product: [OH:8][CH:7]([C:2]([CH3:9])([CH3:1])[CH2:3][OH:4])[C:5]([NH:12][CH2:11][CH2:10][NH:13][C:5](=[O:6])[CH:7]([OH:8])[C:2]([CH3:9])([CH3:1])[CH2:3][OH:4])=[O:6]. The catalyst class is: 8. (5) Reactant: [Li+].[OH-].CC1C(C([O:11][CH2:12][C:13]2[CH:18]=[CH:17][C:16]([C:19]34[N:37]([C:38]([C:40]5[C:41]([CH3:45])=[N:42][O:43][CH:44]=5)=[O:39])[CH2:36][CH2:35][N:20]3[C:21](=[O:34])[C:22]3[N:23]([CH:25]=[C:26]([C:28]5[CH:29]=[N:30][CH:31]=[CH:32][CH:33]=5)[CH:27]=3)[CH2:24]4)=[CH:15][CH:14]=2)=O)=CON=1.CO.CC#N. Product: [OH:11][CH2:12][C:13]1[CH:18]=[CH:17][C:16]([C:19]23[N:37]([C:38]([C:40]4[C:41]([CH3:45])=[N:42][O:43][CH:44]=4)=[O:39])[CH2:36][CH2:35][N:20]2[C:21](=[O:34])[C:22]2[N:23]([CH:25]=[C:26]([C:28]4[CH:29]=[N:30][CH:31]=[CH:32][CH:33]=4)[CH:27]=2)[CH2:24]3)=[CH:15][CH:14]=1. The catalyst class is: 170. (6) Reactant: COC1C=CC(C[N:8]2[C:12]3=[N:13][CH:14]=[C:15]4[C:19](=[O:20])[NH:18][C:17](=[O:21])[C:16]4=[C:11]3[CH:10]=[N:9]2)=CC=1. Product: [CH:10]1[C:11]2[C:12](=[N:13][CH:14]=[C:15]3[C:19](=[O:20])[NH:18][C:17](=[O:21])[C:16]3=2)[NH:8][N:9]=1. The catalyst class is: 55. (7) Reactant: C([O:4][CH:5]1[C:9]2=[N:10][CH:11]=[C:12]([NH:28][C:29]([C:31]3[C:36]([NH2:37])=[CH:35][C:34]([F:38])=[C:33]([C:39]4[C:44]([F:45])=[CH:43][CH:42]=[CH:41][C:40]=4[F:46])[N:32]=3)=[O:30])[C:13]([N:14]3[CH2:19][CH2:18][CH2:17][C@H:16]([NH:20]C(OC(C)(C)C)=O)[CH2:15]3)=[C:8]2[CH2:7][CH2:6]1)(=O)C.CO.[OH-].[Na+].C(O)(C(F)(F)F)=O. Product: [NH2:37][C:36]1[C:31]([C:29]([NH:28][C:12]2[C:13]([N:14]3[CH2:19][CH2:18][CH2:17][C@H:16]([NH2:20])[CH2:15]3)=[C:8]3[CH2:7][CH2:6][CH:5]([OH:4])[C:9]3=[N:10][CH:11]=2)=[O:30])=[N:32][C:33]([C:39]2[C:44]([F:45])=[CH:43][CH:42]=[CH:41][C:40]=2[F:46])=[C:34]([F:38])[CH:35]=1. The catalyst class is: 168. (8) Reactant: [OH:1][C:2]1[CH:7]=[CH:6][C:5]([C:8](=[C:24]2[CH2:29][CH2:28][S:27][CH2:26][CH2:25]2)[C:9]2[CH:14]=[CH:13][C:12](/[CH:15]=[CH:16]/[C:17]([O:19]C(C)(C)C)=[O:18])=[CH:11][CH:10]=2)=[CH:4][CH:3]=1.C(O)(C(F)(F)F)=O. Product: [OH:1][C:2]1[CH:3]=[CH:4][C:5]([C:8](=[C:24]2[CH2:25][CH2:26][S:27][CH2:28][CH2:29]2)[C:9]2[CH:14]=[CH:13][C:12](/[CH:15]=[CH:16]/[C:17]([OH:19])=[O:18])=[CH:11][CH:10]=2)=[CH:6][CH:7]=1. The catalyst class is: 2. (9) Reactant: C([O:4][C:5]1[CH:10]=[CH:9][CH:8]=[CH:7][C:6]=1[CH:11]=[CH:12][C:13]([NH:15][C@H:16]([C:27]([O:29]C)=[O:28])[CH2:17][C:18]1[C:26]2[C:21](=[CH:22][CH:23]=[CH:24][CH:25]=2)[NH:20][CH:19]=1)=[O:14])(=O)C.[OH-].[Na+:32]. Product: [OH:4][C:5]1[CH:10]=[CH:9][CH:8]=[CH:7][C:6]=1[CH:11]=[CH:12][C:13]([NH:15][C@H:16]([C:27]([O-:29])=[O:28])[CH2:17][C:18]1[C:26]2[C:21](=[CH:22][CH:23]=[CH:24][CH:25]=2)[NH:20][CH:19]=1)=[O:14].[Na+:32]. The catalyst class is: 5.